From a dataset of Full USPTO retrosynthesis dataset with 1.9M reactions from patents (1976-2016). Predict the reactants needed to synthesize the given product. (1) Given the product [NH:29]1[CH:33]=[C:32]([CH2:34][N:10]2[C:11]3[CH:26]=[CH:25][C:24]([C:27]#[N:28])=[CH:23][C:12]=3[CH2:13][N:14]([S:15]([C:18]3[S:19][CH:20]=[CH:21][CH:22]=3)(=[O:17])=[O:16])[C@H:8]([CH2:7][C:1]3[CH:6]=[CH:5][CH:4]=[CH:3][CH:2]=3)[CH2:9]2)[N:31]=[CH:30]1, predict the reactants needed to synthesize it. The reactants are: [C:1]1([CH2:7][C@H:8]2[N:14]([S:15]([C:18]3[S:19][CH:20]=[CH:21][CH:22]=3)(=[O:17])=[O:16])[CH2:13][C:12]3[CH:23]=[C:24]([C:27]#[N:28])[CH:25]=[CH:26][C:11]=3[NH:10][CH2:9]2)[CH:6]=[CH:5][CH:4]=[CH:3][CH:2]=1.[NH:29]1[CH:33]=[C:32]([CH:34]=O)[N:31]=[CH:30]1.ClC(Cl)(Cl)C(O)=O.ClC(Cl)(Cl)C(OC(=O)C(Cl)(Cl)Cl)=O.C([SiH](CC)CC)C.[OH-].[Na+]. (2) Given the product [F:1][C:2]1[CH:3]=[C:4]([CH:10]=[CH:11][C:12]=1[CH:13]([C:25]1[CH:30]=[CH:29][CH:28]=[CH:27][C:26]=1[CH3:31])[CH2:14]/[C:15](=[N:33]\[OH:34])/[C:17]1[CH:22]=[CH:21][C:20](=[O:23])[N:19]([CH3:24])[CH:18]=1)[O:5][CH2:6][C:7]([OH:9])=[O:8], predict the reactants needed to synthesize it. The reactants are: [F:1][C:2]1[CH:3]=[C:4]([CH:10]=[CH:11][C:12]=1[CH:13]([C:25]1[CH:30]=[CH:29][CH:28]=[CH:27][C:26]=1[CH3:31])[CH2:14][C:15]([C:17]1[CH:22]=[CH:21][C:20](=[O:23])[N:19]([CH3:24])[CH:18]=1)=O)[O:5][CH2:6][C:7]([OH:9])=[O:8].Cl.[NH2:33][OH:34].C([O-])(O)=O.[Na+].